This data is from Full USPTO retrosynthesis dataset with 1.9M reactions from patents (1976-2016). The task is: Predict the reactants needed to synthesize the given product. (1) Given the product [NH2:6][C:7]1[CH:8]=[CH:9][CH:10]=[CH:11][C:1]=1[C:2]([NH:16][O:14][CH3:15])=[O:4], predict the reactants needed to synthesize it. The reactants are: [C:1]12[C:7](=[CH:8][CH:9]=[CH:10][CH:11]=1)[NH:6]C(=O)[O:4][C:2]2=O.Cl.[O:14]([NH2:16])[CH3:15].C(N(CC)CC)C. (2) Given the product [CH3:1][N:2]1[CH2:3][CH2:4][CH:5]([C:8]([O:10][CH2:11][CH3:12])=[O:9])[CH:6]([C:13]2[CH:18]=[CH:17][CH:16]=[CH:15][CH:14]=2)[CH2:7]1, predict the reactants needed to synthesize it. The reactants are: [CH3:1][N:2]1[CH2:7][CH:6]=[C:5]([C:8]([O:10][CH2:11][CH3:12])=[O:9])[CH2:4][CH2:3]1.[C:13]1([Mg]Br)[CH:18]=[CH:17][CH:16]=[CH:15][CH:14]=1.C1COCC1.[Cl-].[NH4+].C(OCC)(=O)C. (3) Given the product [C:20]([O:19][C:17]([N:12]1[C@@H:11]([CH3:24])[CH2:10][C@H:9]([C:4]2[CH:5]=[CH:6][C:7]([F:8])=[C:2]([F:1])[CH:3]=2)[C@@H:14]([C:15]([OH:26])=[O:16])[CH2:13]1)=[O:18])([CH3:23])([CH3:22])[CH3:21], predict the reactants needed to synthesize it. The reactants are: [F:1][C:2]1[CH:3]=[C:4]([C@@H:9]2[C@@H:14]([CH:15]=[O:16])[CH2:13][N:12]([C:17]([O:19][C:20]([CH3:23])([CH3:22])[CH3:21])=[O:18])[C@@H:11]([CH3:24])[CH2:10]2)[CH:5]=[CH:6][C:7]=1[F:8].P([O-])(O)(O)=[O:26].[Na+].CC(=CC)C.Cl([O-])=O.[Na+]. (4) Given the product [NH2:14][C:7]1[C:8]([O:12][CH3:13])=[C:9]([NH:11][S:23]([CH3:22])(=[O:25])=[O:24])[CH:10]=[C:5]([C:1]([CH3:4])([CH3:2])[CH3:3])[CH:6]=1, predict the reactants needed to synthesize it. The reactants are: [C:1]([C:5]1[CH:6]=[C:7]([NH2:14])[C:8]([O:12][CH3:13])=[C:9]([NH2:11])[CH:10]=1)([CH3:4])([CH3:3])[CH3:2].C(N(CC)CC)C.[CH3:22][S:23](Cl)(=[O:25])=[O:24].C(=O)(O)[O-].[Na+].